From a dataset of Forward reaction prediction with 1.9M reactions from USPTO patents (1976-2016). Predict the product of the given reaction. The product is: [C:41]([NH:44][NH:45][C:29]([C:27]1[CH:26]=[CH:25][C:24]2[N:20]([C:13]3[S:14][C:15]([C:16]([O:18][CH3:19])=[O:17])=[C:11]([O:10][C@@H:8]([C:3]4[CH:4]=[CH:5][CH:6]=[CH:7][C:2]=4[Cl:1])[CH3:9])[CH:12]=3)[CH:21]=[N:22][C:23]=2[CH:28]=1)=[O:30])(=[O:43])[CH3:42]. Given the reactants [Cl:1][C:2]1[CH:7]=[CH:6][CH:5]=[CH:4][C:3]=1[C@H:8]([O:10][C:11]1[CH:12]=[C:13]([N:20]2[C:24]3[CH:25]=[CH:26][C:27]([C:29](O)=[O:30])=[CH:28][C:23]=3[N:22]=[CH:21]2)[S:14][C:15]=1[C:16]([O:18][CH3:19])=[O:17])[CH3:9].C(N(C(C)C)CC)(C)C.[C:41]([NH:44][NH2:45])(=[O:43])[CH3:42].CN(C=O)C, predict the reaction product.